Dataset: Forward reaction prediction with 1.9M reactions from USPTO patents (1976-2016). Task: Predict the product of the given reaction. Given the reactants [CH3:1][O:2][C:3]1[CH:8]=[CH:7][C:6]([Mg]Br)=[CH:5][CH:4]=1.[Mg].[Br-].[CH3:13][O:14]C1C=CC=CC=1.[C:21]1([Mg]Br)[CH:26]=[CH:25][CH:24]=[CH:23][CH:22]=1, predict the reaction product. The product is: [CH3:1][O:2][C:3]1[CH:8]=[CH:7][C:6]([C@@H:13]([OH:14])[C:21]2[CH:26]=[CH:25][CH:24]=[CH:23][CH:22]=2)=[CH:5][CH:4]=1.